Dataset: Peptide-MHC class II binding affinity with 134,281 pairs from IEDB. Task: Regression. Given a peptide amino acid sequence and an MHC pseudo amino acid sequence, predict their binding affinity value. This is MHC class II binding data. The peptide sequence is AVKPAAEEVKVIPAG. The MHC is DRB1_0301 with pseudo-sequence DRB1_0301. The binding affinity (normalized) is 0.0974.